Dataset: Reaction yield outcomes from USPTO patents with 853,638 reactions. Task: Predict the reaction yield, written as a fraction of the theoretical maximum amount of product (1.0 means a 100% yield; for example, 0.34 means a 34% yield). (1) The reactants are [H-].[Na+].O1CC[CH2:5][CH2:4]1.[NH2:8][C:9]1[CH:10]=[C:11]([SH:15])[CH:12]=[CH:13][CH:14]=1.ICC. The catalyst is O.CN(C)C=O. The product is [CH2:4]([S:15][C:11]1[CH:10]=[C:9]([CH:14]=[CH:13][CH:12]=1)[NH2:8])[CH3:5]. The yield is 0.820. (2) The reactants are [S:1]1[C:5]2[CH:6]=[CH:7][CH:8]=[CH:9][C:4]=2[C:3]([C:10]2[C:18](=O)[N:17]3[C:13]([NH:14][C:15]4[CH:23]=[CH:22][CH:21]=[CH:20][C:16]=43)=[C:12]([C:24]#[N:25])[C:11]=2[CH3:26])=[CH:2]1.C(=O)([O-])O.[Na+].P(Cl)(Cl)([Cl:34])=O. No catalyst specified. The product is [S:1]1[C:5]2[CH:6]=[CH:7][CH:8]=[CH:9][C:4]=2[C:3]([C:10]2[C:11]([CH3:26])=[C:12]([C:24]#[N:25])[C:13]3[N:17]([C:18]=2[Cl:34])[C:16]2[CH:20]=[CH:21][CH:22]=[CH:23][C:15]=2[N:14]=3)=[CH:2]1. The yield is 0.720.